Predict the reaction yield, written as a fraction of the theoretical maximum amount of product (1.0 means a 100% yield; for example, 0.34 means a 34% yield). From a dataset of Reaction yield outcomes from USPTO patents with 853,638 reactions. The reactants are F[C:2]1[C:3]([CH3:22])=[N:4][C:5]2[C:10]([N:11]=1)=[C:9]([C:12]1[NH:20][C:19]3[CH2:18][CH2:17][NH:16][C:15](=[O:21])[C:14]=3[CH:13]=1)[CH:8]=[CH:7][CH:6]=2.Cl.[CH3:24][C:25]1([CH2:28][NH2:29])[CH2:27][CH2:26]1.CCN(C(C)C)C(C)C.C(O)(C(F)(F)F)=O.C([O-])(O)=O.[Na+]. The catalyst is CS(C)=O.CC#N.O. The product is [CH3:22][C:3]1[C:2]([NH:29][CH2:28][C:25]2([CH3:24])[CH2:27][CH2:26]2)=[N:11][C:10]2[C:5](=[CH:6][CH:7]=[CH:8][C:9]=2[C:12]2[NH:20][C:19]3[CH2:18][CH2:17][NH:16][C:15](=[O:21])[C:14]=3[CH:13]=2)[N:4]=1. The yield is 0.0900.